From a dataset of NCI-60 drug combinations with 297,098 pairs across 59 cell lines. Regression. Given two drug SMILES strings and cell line genomic features, predict the synergy score measuring deviation from expected non-interaction effect. Drug 1: C1=C(C(=O)NC(=O)N1)F. Drug 2: C1=CN(C=N1)CC(O)(P(=O)(O)O)P(=O)(O)O. Cell line: A498. Synergy scores: CSS=47.3, Synergy_ZIP=-3.48, Synergy_Bliss=-7.66, Synergy_Loewe=-9.66, Synergy_HSA=-7.70.